From a dataset of Full USPTO retrosynthesis dataset with 1.9M reactions from patents (1976-2016). Predict the reactants needed to synthesize the given product. (1) The reactants are: C(OC(=O)[NH:7][C:8]1[S:12][N:11]=[C:10]([C:13]2[CH:18]=[CH:17][CH:16]=[C:15]([O:19][C:20]([F:23])([F:22])[F:21])[CH:14]=2)[N:9]=1)(C)(C)C.C(O)(C(F)(F)F)=O. Given the product [F:23][C:20]([F:21])([F:22])[O:19][C:15]1[CH:14]=[C:13]([C:10]2[N:9]=[C:8]([NH2:7])[S:12][N:11]=2)[CH:18]=[CH:17][CH:16]=1, predict the reactants needed to synthesize it. (2) Given the product [CH:18]1([N:7]2[CH2:8][C:9]([F:17])([F:16])[C:10](=[O:15])[N:11]([CH2:12][CH2:13][CH3:14])[C:5]3[CH:4]=[N:3][C:2]([NH:24][C:25]4[CH:26]=[CH:27][C:28]([C:29]([NH:31][CH:32]5[CH2:37][CH2:36][N:35]([CH3:38])[CH2:34][CH2:33]5)=[O:30])=[CH:39][CH:40]=4)=[N:23][C:6]2=3)[CH2:22][CH2:21][CH2:20][CH2:19]1, predict the reactants needed to synthesize it. The reactants are: Cl[C:2]1[N:3]=[CH:4][C:5]2[N:11]([CH2:12][CH2:13][CH3:14])[C:10](=[O:15])[C:9]([F:17])([F:16])[CH2:8][N:7]([CH:18]3[CH2:22][CH2:21][CH2:20][CH2:19]3)[C:6]=2[N:23]=1.[NH2:24][C:25]1[CH:40]=[CH:39][C:28]([C:29]([NH:31][CH:32]2[CH2:37][CH2:36][N:35]([CH3:38])[CH2:34][CH2:33]2)=[O:30])=[CH:27][CH:26]=1.O.C1(C)C=CC(S(O)(=O)=O)=CC=1. (3) Given the product [C:1]([C:3]1([C:6]2[CH:7]=[C:8]([CH:12]=[CH:13][CH:14]=2)[C:9]([NH:26][C:27]2[CH:48]=[CH:47][CH:46]=[C:29]([O:30][C:31]3[CH:45]=[CH:44][C:34]4[N:35]=[C:36]([NH:38][C:39]([CH:41]5[CH2:42][CH2:43]5)=[O:40])[O:37][C:33]=4[CH:32]=3)[CH:28]=2)=[O:11])[CH2:4][CH2:5]1)#[N:2], predict the reactants needed to synthesize it. The reactants are: [C:1]([C:3]1([C:6]2[CH:7]=[C:8]([CH:12]=[CH:13][CH:14]=2)[C:9]([OH:11])=O)[CH2:5][CH2:4]1)#[N:2].S(Cl)(Cl)=O.C1(C)C=CC=CC=1.[NH2:26][C:27]1[CH:28]=[C:29]([CH:46]=[CH:47][CH:48]=1)[O:30][C:31]1[CH:45]=[CH:44][C:34]2[N:35]=[C:36]([NH:38][C:39]([CH:41]3[CH2:43][CH2:42]3)=[O:40])[O:37][C:33]=2[CH:32]=1. (4) Given the product [CH2:1]([N:8]1[CH:17]=[C:16]([CH2:18][C:19]2[C:27]3[C:22](=[CH:23][CH:24]=[C:25]([Cl:28])[CH:26]=3)[N:21]([CH2:29][C:30]([OH:32])=[O:31])[C:20]=2[CH3:34])[C:15]2[C:10](=[CH:11][CH:12]=[CH:13][CH:14]=2)[C:9]1=[O:35])[C:2]1[CH:3]=[CH:4][CH:5]=[CH:6][CH:7]=1, predict the reactants needed to synthesize it. The reactants are: [CH2:1]([N:8]1[CH:17]=[C:16]([CH2:18][C:19]2[C:27]3[C:22](=[CH:23][CH:24]=[C:25]([Cl:28])[CH:26]=3)[N:21]([CH2:29][C:30]([O:32]C)=[O:31])[C:20]=2[CH3:34])[C:15]2[C:10](=[CH:11][CH:12]=[CH:13][CH:14]=2)[C:9]1=[O:35])[C:2]1[CH:7]=[CH:6][CH:5]=[CH:4][CH:3]=1.C1COCC1.[OH-].[Li+].Cl. (5) Given the product [Cl:15][C:12]1[CH:13]=[CH:14][C:9]([C:8](=[O:35])[NH:7][CH2:6][CH2:5][OH:4])=[CH:10][C:11]=1[N:16]([CH3:34])[C:17]([C:19]1[S:33][C:22]2[C:23]3[CH:31]=[CH:30][C:29]([C:39]([NH:84][CH2:83][CH2:82][S:79]([CH3:78])(=[O:81])=[O:80])=[O:57])=[CH:28][C:24]=3[O:25][CH2:26][CH2:27][C:21]=2[CH:20]=1)=[O:18], predict the reactants needed to synthesize it. The reactants are: C([O:4][CH2:5][CH2:6][NH:7][C:8](=[O:35])[C:9]1[CH:14]=[CH:13][C:12]([Cl:15])=[C:11]([N:16]([CH3:34])[C:17]([C:19]2[S:33][C:22]3[C:23]4[CH:31]=[CH:30][C:29](Br)=[CH:28][C:24]=4[O:25][CH2:26][CH2:27][C:21]=3[CH:20]=2)=[O:18])[CH:10]=1)(=O)C.CC1(C)C2C(=C(P(C3C=CC=CC=3)C3C=CC=CC=3)C=CC=2)[O:57][C:39]2C(P(C3C=CC=CC=3)C3C=CC=CC=3)=CC=CC1=2.[CH3:78][S:79]([CH2:82][CH2:83][NH2:84])(=[O:81])=[O:80].Cl.C([O-])([O-])=O.[Na+].[Na+]. (6) The reactants are: C([SiH](CC)CC)C.FC(F)(F)C(O)=O.ClC(Cl)C.[CH3:19][O:20][C:21](=[O:34])[CH2:22][N:23]1[C:31]2[C:26](=[CH:27][C:28]([Cl:32])=[CH:29][CH:30]=2)[CH:25]=[C:24]1[CH3:33].[C:35]1([S:41]([C:44]2[CH:48]=[CH:47][S:46][C:45]=2[CH:49]=O)(=[O:43])=[O:42])[CH:40]=[CH:39][CH:38]=[CH:37][CH:36]=1. Given the product [CH3:19][O:20][C:21](=[O:34])[CH2:22][N:23]1[C:31]2[C:26](=[CH:27][C:28]([Cl:32])=[CH:29][CH:30]=2)[C:25]([CH2:49][C:45]2[S:46][CH:47]=[CH:48][C:44]=2[S:41]([C:35]2[CH:36]=[CH:37][CH:38]=[CH:39][CH:40]=2)(=[O:43])=[O:42])=[C:24]1[CH3:33], predict the reactants needed to synthesize it. (7) Given the product [Cl:1][C:2]1[CH:12]=[C:11]([F:13])[CH:10]=[CH:9][C:3]=1[O:4][C:5]1[C:6]([CH3:7])=[N:23][N:17]([CH3:19])[CH:16]=1, predict the reactants needed to synthesize it. The reactants are: [Cl:1][C:2]1[CH:12]=[C:11]([F:13])[CH:10]=[CH:9][C:3]=1[O:4][CH2:5][C:6](=O)[CH3:7].CO[CH:16](OC)[N:17]([CH3:19])C.C[NH:23]N. (8) Given the product [F:14][C:15]1[CH:20]=[CH:19][C:18]([C:21]2[C:30]([CH:31]([OH:32])[C:3]3[CH:8]=[CH:7][C:6]([O:9][C:10]([F:13])([F:12])[F:11])=[CH:5][CH:4]=3)=[C:29]([CH:33]([CH3:34])[CH3:35])[CH:28]=[C:27]3[C:22]=2[C:23](=[O:38])[CH2:24][C:25]([CH3:36])([CH3:37])[O:26]3)=[CH:17][CH:16]=1, predict the reactants needed to synthesize it. The reactants are: Br[Mg][C:3]1[CH:8]=[CH:7][C:6]([O:9][C:10]([F:13])([F:12])[F:11])=[CH:5][CH:4]=1.[F:14][C:15]1[CH:20]=[CH:19][C:18]([C:21]2[C:30]([CH:31]=[O:32])=[C:29]([CH:33]([CH3:35])[CH3:34])[CH:28]=[C:27]3[C:22]=2[C:23](=[O:38])[CH2:24][C:25]([CH3:37])([CH3:36])[O:26]3)=[CH:17][CH:16]=1.FC1C=CC(C2C(C=O)=C(CCC)C=C3C=2C(=O)CC(C)(C)O3)=CC=1.C(=O)(O)[O-].[Na+].